From a dataset of Forward reaction prediction with 1.9M reactions from USPTO patents (1976-2016). Predict the product of the given reaction. (1) Given the reactants [Cl:1][C:2]1[CH:3]=[C:4]([CH:7]=[CH:8][CH:9]=1)[CH2:5][NH2:6].[CH2:10]([N:17]([CH2:28][C:29]1[CH:37]=[CH:36][C:32]([C:33](O)=[O:34])=[CH:31][CH:30]=1)[S:18]([C:21]1[CH:26]=[CH:25][C:24]([Cl:27])=[CH:23][CH:22]=1)(=[O:20])=[O:19])[C:11]1[CH:16]=[CH:15][CH:14]=[CH:13][CH:12]=1.C(N(CC)CC)C, predict the reaction product. The product is: [CH2:10]([N:17]([CH2:28][C:29]1[CH:30]=[CH:31][C:32]([C:33]([NH:6][CH2:5][C:4]2[CH:7]=[CH:8][CH:9]=[C:2]([Cl:1])[CH:3]=2)=[O:34])=[CH:36][CH:37]=1)[S:18]([C:21]1[CH:26]=[CH:25][C:24]([Cl:27])=[CH:23][CH:22]=1)(=[O:20])=[O:19])[C:11]1[CH:12]=[CH:13][CH:14]=[CH:15][CH:16]=1. (2) Given the reactants [SH:1][C:2]1[CH:7]=[CH:6][C:5]([OH:8])=[CH:4][CH:3]=1.[H-].[Na+].[CH3:11][O:12][C:13](=[O:18])[C:14](Br)([CH3:16])[CH3:15].O, predict the reaction product. The product is: [OH:8][C:5]1[CH:6]=[CH:7][C:2]([S:1][C:14]([CH3:16])([CH3:15])[C:13]([O:12][CH3:11])=[O:18])=[CH:3][CH:4]=1. (3) Given the reactants [C:1]([C:9](=[CH:15]OCC)[C:10]([O:12][CH2:13][CH3:14])=[O:11])(=[O:8])[C:2]1[CH:7]=[CH:6][CH:5]=[CH:4][CH:3]=1.[F:19][C:20]([F:29])([F:28])[C:21]1[CH:27]=[CH:26][CH:25]=[CH:24][C:22]=1[NH2:23], predict the reaction product. The product is: [C:1]([C:9](=[CH:15][NH:23][C:22]1[CH:24]=[CH:25][CH:26]=[CH:27][C:21]=1[C:20]([F:19])([F:28])[F:29])[C:10]([O:12][CH2:13][CH3:14])=[O:11])(=[O:8])[C:2]1[CH:3]=[CH:4][CH:5]=[CH:6][CH:7]=1.